From a dataset of Peptide-MHC class I binding affinity with 185,985 pairs from IEDB/IMGT. Regression. Given a peptide amino acid sequence and an MHC pseudo amino acid sequence, predict their binding affinity value. This is MHC class I binding data. (1) The MHC is HLA-B15:17 with pseudo-sequence HLA-B15:17. The binding affinity (normalized) is 0.0847. The peptide sequence is LPPVVPPLI. (2) The peptide sequence is NLDPDNKMSY. The MHC is HLA-A33:01 with pseudo-sequence HLA-A33:01. The binding affinity (normalized) is 0. (3) The peptide sequence is AVREATAAF. The MHC is HLA-B27:05 with pseudo-sequence HLA-B27:05. The binding affinity (normalized) is 0.0847.